From a dataset of Reaction yield outcomes from USPTO patents with 853,638 reactions. Predict the reaction yield, written as a fraction of the theoretical maximum amount of product (1.0 means a 100% yield; for example, 0.34 means a 34% yield). (1) The product is [CH3:1][O:2][C:3]1[CH:8]=[CH:7][C:6]([O:9][CH3:10])=[CH:5][C:4]=1[NH:11][C:12]([CH:14]1[CH2:19][CH2:18][CH2:17][CH2:16][CH2:15]1)=[S:29]. The reactants are [CH3:1][O:2][C:3]1[CH:8]=[CH:7][C:6]([O:9][CH3:10])=[CH:5][C:4]=1[NH:11][C:12]([CH:14]1[CH2:19][CH2:18][CH2:17][CH2:16][CH2:15]1)=O.COC1C=CC(P2(SP(C3C=CC(OC)=CC=3)(=S)S2)=[S:29])=CC=1.O. The yield is 0.810. The catalyst is C1(C)C=CC=CC=1. (2) The reactants are [N:1]1([C:7]([C:9]2[S:10][CH:11]=[CH:12][CH:13]=2)=[O:8])[CH2:6][CH2:5][NH:4][CH2:3][CH2:2]1.Cl[C:15]1[C:24]2[C:19](=[CH:20][CH:21]=[CH:22][CH:23]=2)[NH:18][C:17](=[O:25])[C:16]=1[C:26]#[N:27]. The catalyst is C1(C)C=CC=CC=1. The product is [O:25]=[C:17]1[C:16]([C:26]#[N:27])=[C:15]([N:4]2[CH2:5][CH2:6][N:1]([C:7]([C:9]3[S:10][CH:11]=[CH:12][CH:13]=3)=[O:8])[CH2:2][CH2:3]2)[C:24]2[C:19](=[CH:20][CH:21]=[CH:22][CH:23]=2)[NH:18]1. The yield is 0.880.